This data is from Peptide-MHC class I binding affinity with 185,985 pairs from IEDB/IMGT. The task is: Regression. Given a peptide amino acid sequence and an MHC pseudo amino acid sequence, predict their binding affinity value. This is MHC class I binding data. (1) The peptide sequence is KQWGWFALL. The MHC is HLA-B18:01 with pseudo-sequence HLA-B18:01. The binding affinity (normalized) is 0.404. (2) The peptide sequence is LAYARGQAM. The MHC is HLA-A01:01 with pseudo-sequence HLA-A01:01. The binding affinity (normalized) is 0.213.